From a dataset of Forward reaction prediction with 1.9M reactions from USPTO patents (1976-2016). Predict the product of the given reaction. (1) Given the reactants [CH:1]([OH:3])=O.[CH3:4][CH2:5][CH2:6][CH2:7][CH2:8][CH2:9][CH3:10], predict the reaction product. The product is: [CH:1](=[O:3])[CH2:4][CH2:5][CH2:6][CH2:7][CH2:8][CH2:9][CH2:10][CH2:4][CH2:5][CH:6]=[CH:7][CH2:8][CH3:9]. (2) Given the reactants [CH3:1][C:2]1[CH:7]=[CH:6][C:5]([NH:8][CH2:9][CH2:10][C:11]2[CH:12]=[CH:13][C:14]([CH3:17])=[N:15][CH:16]=2)=[CH:4][CH:3]=1.Cl.C([O-])(O)=O.[Na+].[N:24]([O-])=[O:25].[Na+], predict the reaction product. The product is: [CH3:17][C:14]1[CH:13]=[CH:12][C:11]([CH2:10][CH2:9][N:8]([C:5]2[CH:6]=[CH:7][C:2]([CH3:1])=[CH:3][CH:4]=2)[N:24]=[O:25])=[CH:16][N:15]=1. (3) Given the reactants C[O:2][C:3]1[CH:8]=[CH:7][C:6]([N:9]2[CH:13]=[C:12]([C:14]([F:17])([F:16])[F:15])[CH:11]=[N:10]2)=[C:5]([CH3:18])[CH:4]=1.B(Br)(Br)Br, predict the reaction product. The product is: [CH3:18][C:5]1[CH:4]=[C:3]([OH:2])[CH:8]=[CH:7][C:6]=1[N:9]1[CH:13]=[C:12]([C:14]([F:17])([F:16])[F:15])[CH:11]=[N:10]1. (4) Given the reactants [Cl:1][C:2]1[CH:3]=[CH:4][C:5]([N:8]2[CH:12]=[C:11]([CH2:13][CH2:14][CH2:15][OH:16])[C:10]([CH:17]([CH3:19])[CH3:18])=[N:9]2)=[N:6][CH:7]=1.[CH2:20]([C:22]1[C:23](O)=[C:24]([CH2:28][C:29]([O:31][CH3:32])=[O:30])[CH:25]=[CH:26][CH:27]=1)[CH3:21].C(P(CCCC)CCCC)CCC.N(C(N1CCCCC1)=O)=NC(N1CCCCC1)=O, predict the reaction product. The product is: [Cl:1][C:2]1[CH:3]=[CH:4][C:5]([N:8]2[CH:12]=[C:11]([CH2:13][CH2:14][CH2:15][O:16][C:23]3[C:22]([CH2:20][CH3:21])=[CH:27][CH:26]=[CH:25][C:24]=3[CH2:28][C:29]([O:31][CH3:32])=[O:30])[C:10]([CH:17]([CH3:19])[CH3:18])=[N:9]2)=[N:6][CH:7]=1.